Predict which catalyst facilitates the given reaction. From a dataset of Catalyst prediction with 721,799 reactions and 888 catalyst types from USPTO. (1) Reactant: Cl[S:2]([NH:5][C:6](=[O:12])[O:7][C:8]([CH3:11])([CH3:10])[CH3:9])(=[O:4])=[O:3].Cl.[CH3:14][O:15][C:16](=[O:43])[CH:17]([NH2:42])[CH2:18][NH:19][C:20]([C:22]1[CH:31]=[CH:30][C:29]2[C:24](=[C:25]([C:32]3[C:41]4[C:36](=[CH:37][CH:38]=[CH:39][CH:40]=4)[CH:35]=[CH:34][CH:33]=3)[CH:26]=[CH:27][CH:28]=2)[N:23]=1)=[O:21].CCN(CC)CC. Product: [CH3:14][O:15][C:16](=[O:43])[CH:17]([NH:42][S:2]([NH:5][C:6]([O:7][C:8]([CH3:11])([CH3:10])[CH3:9])=[O:12])(=[O:4])=[O:3])[CH2:18][NH:19][C:20]([C:22]1[CH:31]=[CH:30][C:29]2[C:24](=[C:25]([C:32]3[C:41]4[C:36](=[CH:37][CH:38]=[CH:39][CH:40]=4)[CH:35]=[CH:34][CH:33]=3)[CH:26]=[CH:27][CH:28]=2)[N:23]=1)=[O:21]. The catalyst class is: 2. (2) Product: [CH3:18][O:17][C:15]1[CH:14]=[C:12]([NH:13][C:1](=[O:3])[CH3:2])[CH:11]=[C:10]([O:9][CH3:8])[CH:16]=1. The catalyst class is: 11. Reactant: [C:1](OC(=O)C)(=[O:3])[CH3:2].[CH3:8][O:9][C:10]1[CH:11]=[C:12]([CH:14]=[C:15]([O:17][CH3:18])[CH:16]=1)[NH2:13].CCCCCC. (3) Reactant: [Br:1][C:2]1[N:3]=[C:4](Br)[C:5]2[N:6]([CH:8]=[CH:9][N:10]=2)[CH:7]=1.C(N(CC)CC)C.Cl.Cl.[NH2:21][CH2:22][CH2:23][NH:24][C:25]1[CH:32]=[CH:31][C:28]([C:29]#[N:30])=[CH:27][N:26]=1.O. Product: [Br:1][C:2]1[N:3]=[C:4]([NH:21][CH2:22][CH2:23][NH:24][C:25]2[N:26]=[CH:27][C:28]([C:29]#[N:30])=[CH:31][CH:32]=2)[C:5]2[N:6]([CH:8]=[CH:9][N:10]=2)[CH:7]=1. The catalyst class is: 16. (4) Reactant: O.[OH:2][CH2:3][C@@H:4]1[O:17][C:8]2=[C:9]3[C:13](=[CH:14][CH:15]=[C:7]2[O:6][CH2:5]1)[NH:12][C:11](=[O:16])[CH2:10]3. Product: [OH:2][CH2:3][C@@H:4]1[O:17][C:8]2=[C:9]3[C:13](=[CH:14][CH:15]=[C:7]2[O:6][CH2:5]1)[NH:12][C:11](=[O:16])[CH2:10]3. The catalyst class is: 17. (5) The catalyst class is: 91. Product: [Cl:17][C:18]1[C:26]([C:27]([F:29])([F:30])[F:28])=[CH:25][CH:24]=[CH:23][C:19]=1[C:20]([N:14]1[CH2:15][CH2:16][C:8]2[C:7]([C:1]3[CH:2]=[CH:3][CH:4]=[CH:5][CH:6]=3)=[N:12][CH:11]=[N:10][C:9]=2[CH2:13]1)=[O:21]. Reactant: [C:1]1([C:7]2[C:8]3[CH2:16][CH2:15][NH:14][CH2:13][C:9]=3[N:10]=[CH:11][N:12]=2)[CH:6]=[CH:5][CH:4]=[CH:3][CH:2]=1.[Cl:17][C:18]1[C:26]([C:27]([F:30])([F:29])[F:28])=[CH:25][CH:24]=[CH:23][C:19]=1[C:20](O)=[O:21].CCN=C=NCCCN(C)C.C1C=CC2N(O)N=NC=2C=1. (6) Reactant: [OH:1][C:2]1[CH:3]=[C:4]([CH:9]=[C:10]([O:12][CH3:13])[CH:11]=1)[C:5]([O:7][CH3:8])=[O:6].[CH2:14](Br)[C:15]1[CH:20]=[CH:19][CH:18]=[CH:17][CH:16]=1.C(=O)([O-])[O-].[K+].[K+].[I-].[Na+].[OH-].[Na+]. Product: [CH2:14]([O:1][C:2]1[CH:3]=[C:4]([CH:9]=[C:10]([O:12][CH3:13])[CH:11]=1)[C:5]([O:7][CH3:8])=[O:6])[C:15]1[CH:20]=[CH:19][CH:18]=[CH:17][CH:16]=1. The catalyst class is: 692. (7) Reactant: [OH:1][C:2]1([CH2:10][O:11][C:12]2[CH:17]=[C:16]([CH3:18])[C:15]([C:19]3[CH:24]=[CH:23][CH:22]=[C:21]([CH2:25][O:26][C:27]4[CH:40]=[CH:39][C:30]5[C@H:31]([CH2:34][C:35]([O:37]C)=[O:36])[CH2:32][O:33][C:29]=5[CH:28]=4)[CH:20]=3)=[C:14]([CH3:41])[CH:13]=2)[CH2:7][CH2:6][S:5](=[O:9])(=[O:8])[CH2:4][CH2:3]1.CO.[OH-].[Na+].Cl. Product: [OH:1][C:2]1([CH2:10][O:11][C:12]2[CH:17]=[C:16]([CH3:18])[C:15]([C:19]3[CH:24]=[CH:23][CH:22]=[C:21]([CH2:25][O:26][C:27]4[CH:40]=[CH:39][C:30]5[C@H:31]([CH2:34][C:35]([OH:37])=[O:36])[CH2:32][O:33][C:29]=5[CH:28]=4)[CH:20]=3)=[C:14]([CH3:41])[CH:13]=2)[CH2:3][CH2:4][S:5](=[O:8])(=[O:9])[CH2:6][CH2:7]1. The catalyst class is: 132. (8) Reactant: Br[C:2]1[CH:3]=[C:4]([C:8]2[N:13]([CH2:14][C:15]3[CH:20]=[CH:19][C:18]([CH3:21])=[CH:17][C:16]=3[CH3:22])[C:12](=[O:23])[C:11]([C:24]#[N:25])=[C:10]([C:26]([F:29])([F:28])[F:27])[CH:9]=2)[CH:5]=[CH:6][CH:7]=1.[C:30]([O:34][C:35]([N:37]1[C:45]2[C:40](=[CH:41][CH:42]=[C:43](B3OC(C)(C)C(C)(C)O3)[CH:44]=2)[CH:39]=[CH:38]1)=[O:36])([CH3:33])([CH3:32])[CH3:31].C([O-])([O-])=O.[K+].[K+].N#N. Product: [C:24]([C:11]1[C:12](=[O:23])[N:13]([CH2:14][C:15]2[CH:20]=[CH:19][C:18]([CH3:21])=[CH:17][C:16]=2[CH3:22])[C:8]([C:4]2[CH:3]=[C:2]([C:43]3[CH:44]=[C:45]4[C:40]([CH:39]=[CH:38][N:37]4[C:35]([O:34][C:30]([CH3:33])([CH3:32])[CH3:31])=[O:36])=[CH:41][CH:42]=3)[CH:7]=[CH:6][CH:5]=2)=[CH:9][C:10]=1[C:26]([F:28])([F:27])[F:29])#[N:25]. The catalyst class is: 108.